This data is from Forward reaction prediction with 1.9M reactions from USPTO patents (1976-2016). The task is: Predict the product of the given reaction. (1) Given the reactants [CH3:1][C:2]1[O:7][C:6](=O)[C:5]2[CH:9]=[CH:10][CH:11]=[C:12]([C:13]([F:16])([F:15])[F:14])[C:4]=2[N:3]=1.C([NH2:20])(=O)C, predict the reaction product. The product is: [CH3:1][C:2]1[NH:20][C:6](=[O:7])[C:5]2[C:4](=[C:12]([C:13]([F:16])([F:15])[F:14])[CH:11]=[CH:10][CH:9]=2)[N:3]=1. (2) Given the reactants CC(C)([O-])C.[Na+].[CH3:7][N:8]([C:17]1[CH:22]=[CH:21][CH:20]=[CH:19][CH:18]=1)[S:9]([CH2:12][C:13]([O:15][CH3:16])=[O:14])(=[O:11])=[O:10].Br[C:24]1[CH:25]=[CH:26][C:27]2[CH:38]=[CH:37][C:31]3=[N:32][CH:33]=[C:34]([Cl:36])[CH:35]=[C:30]3[C:29](=[O:39])[C:28]=2[CH:40]=1.F[B-](F)(F)F.C([PH+](C(C)(C)C)C(C)(C)C)(C)(C)C, predict the reaction product. The product is: [Cl:36][C:34]1[CH:35]=[C:30]2[C:29](=[O:39])[C:28]3[CH:40]=[C:24]([CH:12]([S:9]([N:8]([CH3:7])[C:17]4[CH:22]=[CH:21][CH:20]=[CH:19][CH:18]=4)(=[O:10])=[O:11])[C:13]([O:15][CH3:16])=[O:14])[CH:25]=[CH:26][C:27]=3[CH:38]=[CH:37][C:31]2=[N:32][CH:33]=1. (3) Given the reactants CS(O[CH:6]1[CH2:9][N:8]([C:10]2[O:11][CH:12]=[C:13]([C:15](=[O:35])[NH:16][C@H:17]3[CH2:21][CH2:20][N:19]([C:22]([O:24][CH2:25][C:26]4[CH:31]=[CH:30][C:29]([N+:32]([O-:34])=[O:33])=[CH:28][CH:27]=4)=[O:23])[CH2:18]3)[N:14]=2)[CH2:7]1)(=O)=O.[C:36]([O-:39])(=[S:38])[CH3:37].[K+], predict the reaction product. The product is: [C:36]([S:38][CH:6]1[CH2:9][N:8]([C:10]2[O:11][CH:12]=[C:13]([C:15](=[O:35])[NH:16][C@H:17]3[CH2:21][CH2:20][N:19]([C:22]([O:24][CH2:25][C:26]4[CH:31]=[CH:30][C:29]([N+:32]([O-:34])=[O:33])=[CH:28][CH:27]=4)=[O:23])[CH2:18]3)[N:14]=2)[CH2:7]1)(=[O:39])[CH3:37]. (4) Given the reactants Br[C:2]1[CH:7]=[CH:6][C:5]([F:8])=[CH:4][C:3]=1[Cl:9].[Li]CCCC.[O:15]=[C:16]1[N:21]([C:22]([O:24][C:25]([CH3:28])([CH3:27])[CH3:26])=[O:23])[CH2:20][CH2:19][N:18]2[C:29](=[O:32])[CH2:30][CH2:31][C@@H:17]12, predict the reaction product. The product is: [Cl:9][C:3]1[CH:4]=[C:5]([F:8])[CH:6]=[CH:7][C:2]=1[C:16]([C@@H:17]1[CH2:31][CH2:30][C:29](=[O:32])[N:18]1[CH2:19][CH2:20][NH:21][C:22](=[O:23])[O:24][C:25]([CH3:27])([CH3:26])[CH3:28])=[O:15].